Dataset: Reaction yield outcomes from USPTO patents with 853,638 reactions. Task: Predict the reaction yield, written as a fraction of the theoretical maximum amount of product (1.0 means a 100% yield; for example, 0.34 means a 34% yield). The reactants are [CH3:1][O:2][C:3]1[C:4]2[N:11]=[C:10]([NH:12][C:13]([N:15]3[CH2:20][CH2:19][C:18](O)([C:21]4[CH:26]=[CH:25][CH:24]=[C:23]([C:27]([F:30])([F:29])[F:28])[CH:22]=4)[CH2:17][CH2:16]3)=[O:14])[S:9][C:5]=2[N:6]=[CH:7][N:8]=1.S(=O)(=O)(O)O.C(=O)(O)[O-:38].[Na+].[C:42](#[N:44])[CH3:43]. The catalyst is C(O)(=O)C.O. The product is [CH3:1][O:2][C:3]1[C:4]2[N:11]=[C:10]([NH:12][C:13]([N:15]3[CH2:20][CH2:19][C:18]([NH:44][C:42](=[O:38])[CH3:43])([C:21]4[CH:26]=[CH:25][CH:24]=[C:23]([C:27]([F:30])([F:29])[F:28])[CH:22]=4)[CH2:17][CH2:16]3)=[O:14])[S:9][C:5]=2[N:6]=[CH:7][N:8]=1. The yield is 0.280.